The task is: Predict the reactants needed to synthesize the given product.. This data is from Full USPTO retrosynthesis dataset with 1.9M reactions from patents (1976-2016). Given the product [F:17][C:8]1[C:7]([O:6][CH2:22][O:23][CH3:24])=[CH:12][C:11]([F:13])=[CH:10][C:9]=1[CH2:14][C:15]#[N:16], predict the reactants needed to synthesize it. The reactants are: CC([Si](C)(C)[O:6][C:7]1[C:8]([F:17])=[C:9]([CH2:14][C:15]#[N:16])[CH:10]=[C:11]([F:13])[CH:12]=1)(C)C.[F-].[K+].[CH3:22][O:23][CH2:24]Cl.